This data is from Forward reaction prediction with 1.9M reactions from USPTO patents (1976-2016). The task is: Predict the product of the given reaction. (1) Given the reactants Br[C:2]1[CH:3]=[CH:4][C:5]2[C@H:10]([CH2:11][CH2:12][OH:13])[O:9][CH2:8][CH2:7][C:6]=2[CH:14]=1.[O:15]1[CH2:19][CH2:18][NH:17][C:16]1=[O:20].[C@@H]1(N)CCCC[C@H]1N.C(=O)([O-])[O-].[K+].[K+].N, predict the reaction product. The product is: [OH:13][CH2:12][CH2:11][C@H:10]1[C:5]2[CH:4]=[CH:3][C:2]([N:17]3[CH2:18][CH2:19][O:15][C:16]3=[O:20])=[CH:14][C:6]=2[CH2:7][CH2:8][O:9]1. (2) Given the reactants [Br:1][CH2:2][CH2:3][CH2:4][CH2:5][CH2:6][CH2:7][CH2:8][CH2:9][CH2:10][CH2:11][CH2:12][CH2:13][CH2:14][C:15]1[CH:16]=[N:17][CH:18]=[CH:19][CH:20]=1.[N:21]1[CH:26]=[CH:25][CH:24]=[C:23]([CH3:27])[CH:22]=1, predict the reaction product. The product is: [Br-:1].[CH3:27][C:23]1[CH:22]=[N+:21]([CH2:2][CH2:3][CH2:4][CH2:5][CH2:6][CH2:7][CH2:8][CH2:9][CH2:10][CH2:11][CH2:12][CH2:13][CH2:14][C:15]2[CH:16]=[N:17][CH:18]=[CH:19][CH:20]=2)[CH:26]=[CH:25][CH:24]=1. (3) Given the reactants Cl[C:2]1[C:11]2[C:6](=[CH:7][C:8]([O:14][CH3:15])=[C:9]([O:12][CH3:13])[CH:10]=2)[N:5]=[CH:4][CH:3]=1.[F:16][C:17]1[CH:22]=[C:21]([C:23]2[CH:24]=[N:25][C:26]([NH:29][C:30]3[CH:35]=[CH:34][CH:33]=[CH:32][CH:31]=3)=[N:27][CH:28]=2)[CH:20]=[CH:19][C:18]=1[OH:36], predict the reaction product. The product is: [CH3:13][O:12][C:9]1[CH:10]=[C:11]2[C:6](=[CH:7][C:8]=1[O:14][CH3:15])[N:5]=[CH:4][CH:3]=[C:2]2[O:36][C:18]1[CH:19]=[CH:20][C:21]([C:23]2[CH:24]=[N:25][C:26]([NH:29][C:30]3[CH:35]=[CH:34][CH:33]=[CH:32][CH:31]=3)=[N:27][CH:28]=2)=[CH:22][C:17]=1[F:16]. (4) Given the reactants [F:1][C:2]1[C:7]([C:8]#[N:9])=[C:6]([CH3:10])[C:5]([CH2:11][CH:12]=O)=[CH:4][CH:3]=1.Cl.[N:15]1([C:21](=[O:34])[CH2:22][C:23]2[CH:28]=[CH:27][C:26]([N:29]3[CH:33]=[N:32][N:31]=[N:30]3)=[CH:25][CH:24]=2)[CH2:20][CH2:19][NH:18][CH2:17][CH2:16]1.N1ON=C2C=C(CCN3CCN(C(=O)CC4C=CC(N5C=NN=N5)=CC=4)CC3)C=CC=12, predict the reaction product. The product is: [F:1][C:2]1[C:7]([C:8]#[N:9])=[C:6]([CH3:10])[C:5]([CH2:11][CH2:12][N:18]2[CH2:17][CH2:16][N:15]([C:21](=[O:34])[CH2:22][C:23]3[CH:24]=[CH:25][C:26]([N:29]4[CH:33]=[N:32][N:31]=[N:30]4)=[CH:27][CH:28]=3)[CH2:20][CH2:19]2)=[CH:4][CH:3]=1. (5) Given the reactants Cl[C:2]1[N:7]=[C:6]([C:8]2[N:12]3[CH:13]=[CH:14][C:15]([C:17]([CH3:27])([O:19][Si:20]([CH2:25][CH3:26])([CH2:23][CH3:24])[CH2:21][CH3:22])[CH3:18])=[N:16][C:11]3=[N:10][CH:9]=2)[CH:5]=[CH:4][N:3]=1.[F:28][C:29]1[CH:30]=[C:31](B(O)O)[CH:32]=[CH:33][CH:34]=1, predict the reaction product. The product is: [F:28][C:29]1[CH:34]=[C:33]([C:2]2[N:7]=[C:6]([C:8]3[N:12]4[CH:13]=[CH:14][C:15]([C:17]([CH3:27])([O:19][Si:20]([CH2:25][CH3:26])([CH2:23][CH3:24])[CH2:21][CH3:22])[CH3:18])=[N:16][C:11]4=[N:10][CH:9]=3)[CH:5]=[CH:4][N:3]=2)[CH:32]=[CH:31][CH:30]=1.